Dataset: Retrosynthesis with 50K atom-mapped reactions and 10 reaction types from USPTO. Task: Predict the reactants needed to synthesize the given product. Given the product O=C(NC(CC1C(=O)Nc2ccccc21)C(=O)O)c1ccc(Cl)cc1, predict the reactants needed to synthesize it. The reactants are: NC(CC1C(=O)Nc2ccccc21)C(=O)O.O=C(O)c1ccc(Cl)cc1.